From a dataset of Merck oncology drug combination screen with 23,052 pairs across 39 cell lines. Regression. Given two drug SMILES strings and cell line genomic features, predict the synergy score measuring deviation from expected non-interaction effect. (1) Drug 1: N.N.O=C(O)C1(C(=O)O)CCC1.[Pt]. Cell line: A427. Drug 2: N#Cc1ccc(Cn2cncc2CN2CCN(c3cccc(Cl)c3)C(=O)C2)cc1. Synergy scores: synergy=8.89. (2) Drug 1: CC1CC2C3CCC4=CC(=O)C=CC4(C)C3(F)C(O)CC2(C)C1(O)C(=O)CO. Drug 2: NC(=O)c1cccc2cn(-c3ccc(C4CCCNC4)cc3)nc12. Cell line: LNCAP. Synergy scores: synergy=-24.7. (3) Drug 1: O=S1(=O)NC2(CN1CC(F)(F)F)C1CCC2Cc2cc(C=CCN3CCC(C(F)(F)F)CC3)ccc2C1. Drug 2: C#Cc1cccc(Nc2ncnc3cc(OCCOC)c(OCCOC)cc23)c1. Cell line: NCIH460. Synergy scores: synergy=-0.594. (4) Drug 1: O=P1(N(CCCl)CCCl)NCCCO1. Drug 2: C#Cc1cccc(Nc2ncnc3cc(OCCOC)c(OCCOC)cc23)c1. Cell line: CAOV3. Synergy scores: synergy=-4.09.